From a dataset of Forward reaction prediction with 1.9M reactions from USPTO patents (1976-2016). Predict the product of the given reaction. (1) Given the reactants [NH:1]1[C:9]2[C:4](=[CH:5][CH:6]=[CH:7][CH:8]=2)[C:3]([CH2:10][C:11]([CH3:14])([NH2:13])[CH3:12])=[CH:2]1.[F:15][C:16]1[CH:17]=[C:18](/[CH:25]=[CH:26]/[C:27]([O:29][CH3:30])=[O:28])[CH:19]=[C:20]([F:24])[C:21]=1[CH:22]=O, predict the reaction product. The product is: [CH3:12][C:11]1([CH3:14])[NH:13][CH:22]([C:21]2[C:20]([F:24])=[CH:19][C:18](/[CH:25]=[CH:26]/[C:27]([O:29][CH3:30])=[O:28])=[CH:17][C:16]=2[F:15])[C:2]2[NH:1][C:9]3[C:4]([C:3]=2[CH2:10]1)=[CH:5][CH:6]=[CH:7][CH:8]=3. (2) Given the reactants C1(P(C2C=CC=CC=2)C2C=CC=CC=2)C=CC=CC=1.II.C(N(CC)CC)C.O=[C:30]([CH2:48][CH3:49])[CH2:31][NH:32][C:33]([CH2:35][CH2:36][NH:37][C:38](=[O:47])[O:39][CH2:40][C:41]1[CH:46]=[CH:45][CH:44]=[CH:43][CH:42]=1)=[O:34], predict the reaction product. The product is: [CH2:48]([C:30]1[O:34][C:33]([CH2:35][CH2:36][NH:37][C:38](=[O:47])[O:39][CH2:40][C:41]2[CH:46]=[CH:45][CH:44]=[CH:43][CH:42]=2)=[N:32][CH:31]=1)[CH3:49]. (3) Given the reactants F[C:2](F)(F)[C:3]([OH:5])=O.[CH:8]1([CH2:14][CH2:15][N:16]2[C:20]3[N:21]=[C:22]([C:25]#[N:26])[N:23]=[CH:24][C:19]=3[CH:18]=[C:17]2[CH2:27][N:28]2[CH2:37][CH2:36][C:31]3([CH2:35][NH:34][CH2:33][CH2:32]3)[CH2:30][CH2:29]2)[CH2:13][CH2:12][CH2:11][CH2:10][CH2:9]1.C(OC(=O)C)(=O)C, predict the reaction product. The product is: [C:3]([N:34]1[CH2:33][CH2:32][C:31]2([CH2:30][CH2:29][N:28]([CH2:27][C:17]3[N:16]([CH2:15][CH2:14][CH:8]4[CH2:13][CH2:12][CH2:11][CH2:10][CH2:9]4)[C:20]4[N:21]=[C:22]([C:25]#[N:26])[N:23]=[CH:24][C:19]=4[CH:18]=3)[CH2:37][CH2:36]2)[CH2:35]1)(=[O:5])[CH3:2]. (4) The product is: [C:1]1([S:7]([C:10]2[CH:11]=[CH:12][C:13]([C:26]([F:28])([F:29])[F:27])=[C:14]([S:16]([NH:19][CH:20]3[CH2:25][CH2:24][N:23]([C:41]4[CH:42]=[C:37]([CH:38]=[CH:39][CH:40]=4)[C:35]([OH:36])=[O:34])[CH2:22][CH2:21]3)(=[O:18])=[O:17])[CH:15]=2)(=[O:9])=[O:8])[CH:2]=[CH:3][CH:4]=[CH:5][CH:6]=1. Given the reactants [C:1]1([S:7]([C:10]2[CH:11]=[CH:12][C:13]([C:26]([F:29])([F:28])[F:27])=[C:14]([S:16]([NH:19][CH:20]3[CH2:25][CH2:24][NH:23][CH2:22][CH2:21]3)(=[O:18])=[O:17])[CH:15]=2)(=[O:9])=[O:8])[CH:6]=[CH:5][CH:4]=[CH:3][CH:2]=1.C([O:34][C:35]([C:37]1[CH:38]=[C:39](B(O)O)[CH:40]=[CH:41][CH:42]=1)=[O:36])(C)(C)C.C(N(CC)CC)C, predict the reaction product. (5) Given the reactants [C:1]([O:5][C:6]([NH:8][C:9]1[CH:14]=[CH:13][CH:12]=[CH:11][C:10]=1[NH:15][C:16](=[O:32])[C:17]1[CH:22]=[CH:21][C:20](B2OC(C)(C)C(C)(C)O2)=[CH:19][CH:18]=1)=[O:7])([CH3:4])([CH3:3])[CH3:2].Cl[C:34]1[C:39]([Cl:40])=[CH:38][C:37]([O:41][CH2:42][O:43][CH2:44][CH2:45][O:46][CH3:47])=[CH:36][N:35]=1, predict the reaction product. The product is: [Cl:40][C:39]1[C:34]([C:20]2[CH:21]=[CH:22][C:17]([C:16]([NH:15][C:10]3[CH:11]=[CH:12][CH:13]=[CH:14][C:9]=3[NH:8][C:6](=[O:7])[O:5][C:1]([CH3:2])([CH3:3])[CH3:4])=[O:32])=[CH:18][CH:19]=2)=[N:35][CH:36]=[C:37]([O:41][CH2:42][O:43][CH2:44][CH2:45][O:46][CH3:47])[CH:38]=1. (6) Given the reactants [H-].[Al+3].[Li+].[H-].[H-].[H-].C([O:9][C:10](=O)[CH2:11][CH2:12][C:13]1[CH:18]=[CH:17][CH:16]=[C:15]([CH2:19][CH2:20][C:21](OCC)=[O:22])[CH:14]=1)C, predict the reaction product. The product is: [OH:9][CH2:10][CH2:11][CH2:12][C:13]1[CH:14]=[C:15]([CH2:19][CH2:20][CH2:21][OH:22])[CH:16]=[CH:17][CH:18]=1. (7) Given the reactants C[O:2][C:3]([C:5]1[N:6]=[CH:7][N:8]([C:10]([C:23]2[CH:28]=[CH:27][CH:26]=[CH:25][CH:24]=2)([C:17]2[CH:22]=[CH:21][CH:20]=[CH:19][CH:18]=2)[C:11]2[CH:16]=[CH:15][CH:14]=[CH:13][CH:12]=2)[CH:9]=1)=[O:4].[OH-].[Na+].Cl, predict the reaction product. The product is: [C:10]([N:8]1[CH:9]=[C:5]([C:3]([OH:4])=[O:2])[N:6]=[CH:7]1)([C:17]1[CH:22]=[CH:21][CH:20]=[CH:19][CH:18]=1)([C:11]1[CH:16]=[CH:15][CH:14]=[CH:13][CH:12]=1)[C:23]1[CH:28]=[CH:27][CH:26]=[CH:25][CH:24]=1. (8) Given the reactants [Cl:1][C:2]1[CH:23]=[C:22]([O:24][CH2:25][CH:26]=[C:27]([Cl:29])[Cl:28])[CH:21]=[C:20]([Cl:30])[C:3]=1[O:4][CH2:5][CH2:6][CH2:7][O:8][C:9]1[CH:14]=[CH:13][C:12]([C:15]2[N:16]=[N:17][NH:18][N:19]=2)=[CH:11][CH:10]=1.[CH2:31](I)[CH3:32].C(=O)([O-])[O-].[K+].[K+], predict the reaction product. The product is: [Cl:30][C:20]1[CH:21]=[C:22]([O:24][CH2:25][CH:26]=[C:27]([Cl:29])[Cl:28])[CH:23]=[C:2]([Cl:1])[C:3]=1[O:4][CH2:5][CH2:6][CH2:7][O:8][C:9]1[CH:14]=[CH:13][C:12]([C:15]2[N:16]=[N:17][N:18]([CH2:31][CH3:32])[N:19]=2)=[CH:11][CH:10]=1. (9) The product is: [CH2:21]([N:25]([CH2:26][CH2:27][CH2:28][CH3:29])[C:7](=[O:20])[CH2:8][C:9]1[C:13]2[CH:14]=[C:15]([O:18][CH3:19])[CH:16]=[CH:17][C:12]=2[S:11][C:10]=1[C:5](=[O:6])[C:1]([CH3:4])([CH3:2])[CH3:3])[CH2:22][CH2:23][CH3:24]. Given the reactants [C:1]([C:5]1[O:6][C:7](=[O:20])[CH:8]=[C:9]2[C:13]3[CH:14]=[C:15]([O:18][CH3:19])[CH:16]=[CH:17][C:12]=3[S:11][C:10]=12)([CH3:4])([CH3:3])[CH3:2].[CH2:21]([NH:25][CH2:26][CH2:27][CH2:28][CH3:29])[CH2:22][CH2:23][CH3:24], predict the reaction product. (10) Given the reactants [Cl:1][C:2]1[CH:7]=[C:6]([CH2:8]Cl)[CH:5]=[CH:4][N:3]=1.[CH3:10][O:11][CH2:12][C:13]1([C:17]2[CH:22]=[CH:21][C:20]([C:23]3[N:27]=[C:26]([C:28]4[CH:32]=[C:31]([CH3:33])[NH:30][N:29]=4)[O:25][N:24]=3)=[CH:19][CH:18]=2)[CH2:16][CH2:15][CH2:14]1, predict the reaction product. The product is: [Cl:1][C:2]1[CH:7]=[C:6]([CH2:8][N:30]2[C:31]([CH3:33])=[CH:32][C:28]([C:26]3[O:25][N:24]=[C:23]([C:20]4[CH:21]=[CH:22][C:17]([C:13]5([CH2:12][O:11][CH3:10])[CH2:16][CH2:15][CH2:14]5)=[CH:18][CH:19]=4)[N:27]=3)=[N:29]2)[CH:5]=[CH:4][N:3]=1.